Dataset: Reaction yield outcomes from USPTO patents with 853,638 reactions. Task: Predict the reaction yield, written as a fraction of the theoretical maximum amount of product (1.0 means a 100% yield; for example, 0.34 means a 34% yield). (1) The reactants are [CH:1]1[C:10]2[C:5](=[CH:6][CH:7]=[CH:8][CH:9]=2)[CH:4]=[CH:3][C:2]=1[NH2:11].[O:12]=[C:13](C(OCC)=O)[C:14](OCC)=[O:15].[OH-].[K+]. The catalyst is C(O)(=O)C.O. The product is [C:14]1(=[O:15])[C:1]2[C:10]3[CH:9]=[CH:8][CH:7]=[CH:6][C:5]=3[CH:4]=[CH:3][C:2]=2[NH:11][C:13]1=[O:12]. The yield is 0.790. (2) The reactants are P(Cl)(Cl)Cl.[Br:5][C:6]1[CH:11]=[CH:10][CH:9]=[CH:8][C:7]=1[S:12][CH2:13][C:14]([OH:16])=O.[Cl:17][C:18]1[CH:24]=[CH:23][CH:22]=[CH:21][C:19]=1[NH2:20].O. The product is [Br:5][C:6]1[CH:11]=[CH:10][CH:9]=[CH:8][C:7]=1[S:12][CH2:13][C:14]([NH:20][C:19]1[CH:21]=[CH:22][CH:23]=[CH:24][C:18]=1[Cl:17])=[O:16]. The catalyst is N1C=CC=CC=1. The yield is 0.660. (3) The reactants are [Cl:1][C:2]1[CH:9]=[C:8]([Cl:10])[CH:7]=[CH:6][C:3]=1[CH2:4]Cl.[H-].[Na+].[F:13][C:14]([F:23])([F:22])[CH2:15][CH2:16][CH:17]([C:20]#[N:21])[C:18]#[N:19]. The catalyst is CN(C)C=O. The product is [Cl:1][C:2]1[CH:9]=[C:8]([Cl:10])[CH:7]=[CH:6][C:3]=1[CH2:4][C:17]([CH2:16][CH2:15][C:14]([F:13])([F:22])[F:23])([C:18]#[N:19])[C:20]#[N:21]. The yield is 0.700. (4) The reactants are C(OC([NH:8][CH:9]1[CH2:14][CH2:13][N:12]([C:15]2[N:20]=[C:19]([C:21]3[C:29]4[C:24](=[CH:25][CH:26]=[C:27]([NH:30]C(=O)CC)[CH:28]=4)[N:23](C(OC(C)(C)C)=O)[CH:22]=3)[CH:18]=[N:17][CH:16]=2)[CH2:11][CH2:10]1)=O)(C)(C)C.CO.Cl. No catalyst specified. The product is [NH2:8][CH:9]1[CH2:10][CH2:11][N:12]([C:15]2[N:20]=[C:19]([C:21]3[C:29]4[C:24](=[CH:25][CH:26]=[C:27]([NH2:30])[CH:28]=4)[NH:23][CH:22]=3)[CH:18]=[N:17][CH:16]=2)[CH2:13][CH2:14]1. The yield is 0.280. (5) The reactants are [CH2:1]([S:8][C:9]1[CH:10]=[CH:11][C:12]([NH:22][C:23]2[CH:28]=[CH:27][C:26]([Br:29])=[CH:25][C:24]=2[O:30][CH3:31])=[C:13](/[CH:15]=[CH:16]/[C:17]([O:19]CC)=O)[CH:14]=1)[C:2]1[CH:7]=[CH:6][CH:5]=[CH:4][CH:3]=1.C[O-].[Na+]. The catalyst is CO. The product is [CH2:1]([S:8][C:9]1[CH:14]=[C:13]2[C:12](=[CH:11][CH:10]=1)[N:22]([C:23]1[CH:28]=[CH:27][C:26]([Br:29])=[CH:25][C:24]=1[O:30][CH3:31])[C:17](=[O:19])[CH:16]=[CH:15]2)[C:2]1[CH:3]=[CH:4][CH:5]=[CH:6][CH:7]=1. The yield is 0.734.